This data is from Peptide-MHC class I binding affinity with 185,985 pairs from IEDB/IMGT. The task is: Regression. Given a peptide amino acid sequence and an MHC pseudo amino acid sequence, predict their binding affinity value. This is MHC class I binding data. (1) The peptide sequence is LSDHQDLKW. The MHC is HLA-B15:01 with pseudo-sequence HLA-B15:01. The binding affinity (normalized) is 0.0847. (2) The peptide sequence is APRARTAAF. The MHC is HLA-A02:01 with pseudo-sequence HLA-A02:01. The binding affinity (normalized) is 0.0847. (3) The peptide sequence is LLIWAYLSKK. The MHC is HLA-A68:01 with pseudo-sequence HLA-A68:01. The binding affinity (normalized) is 0.455. (4) The peptide sequence is RYSNFAWYF. The MHC is HLA-A26:03 with pseudo-sequence HLA-A26:03. The binding affinity (normalized) is 0.0847.